This data is from Reaction yield outcomes from USPTO patents with 853,638 reactions. The task is: Predict the reaction yield, written as a fraction of the theoretical maximum amount of product (1.0 means a 100% yield; for example, 0.34 means a 34% yield). (1) The reactants are Cl[C:2]1[CH:7]=[C:6]([NH:8][C:9]2[S:10][C:11]([C:14]#[N:15])=[CH:12][N:13]=2)[N:5]=[C:4]([S:16][CH:17]2[CH2:22][CH2:21][N:20]([C:23]([O:25][C:26]([CH3:29])([CH3:28])[CH3:27])=[O:24])[CH2:19][CH2:18]2)[N:3]=1.[CH3:30][N:31]1[CH2:36][CH2:35][NH:34][CH2:33][CH2:32]1.C(N(CC)C(C)C)(C)C. The catalyst is C(O)CCC. The product is [C:14]([C:11]1[S:10][C:9]([NH:8][C:6]2[CH:7]=[C:2]([N:34]3[CH2:35][CH2:36][N:31]([CH3:30])[CH2:32][CH2:33]3)[N:3]=[C:4]([S:16][CH:17]3[CH2:22][CH2:21][N:20]([C:23]([O:25][C:26]([CH3:29])([CH3:28])[CH3:27])=[O:24])[CH2:19][CH2:18]3)[N:5]=2)=[N:13][CH:12]=1)#[N:15]. The yield is 0.790. (2) The reactants are [N-:1]=[C:2]=[S:3].[O:4]([C:11]1[CH:16]=[CH:15][CH:14]=[CH:13][CH:12]=1)[C:5]1[CH:10]=[CH:9][CH:8]=[CH:7][CH:6]=1.[NH3:17]. The catalyst is O1CCOCC1. The product is [NH2:1][C:2]([NH:17][C:8]1[CH:9]=[CH:10][C:5]([O:4][C:11]2[CH:12]=[CH:13][CH:14]=[CH:15][CH:16]=2)=[CH:6][CH:7]=1)=[S:3]. The yield is 0.830. (3) The reactants are [OH:1][CH2:2][CH:3]([N:6]1[CH2:11][CH2:10][C:9]2=[N:12][N:13]([C:16]3[S:20][C:19]([C:21]4[CH:22]=[CH:23][C:24]([O:29][CH:30]([CH3:32])[CH3:31])=[C:25]([CH:28]=4)[C:26]#[N:27])=[N:18][N:17]=3)[C:14]([CH3:15])=[C:8]2[CH2:7]1)[CH2:4][OH:5].[ClH:33].CCOCC. The catalyst is CO. The product is [ClH:33].[OH:1][CH2:2][CH:3]([N:6]1[CH2:11][CH2:10][C:9]2=[N:12][N:13]([C:16]3[S:20][C:19]([C:21]4[CH:22]=[CH:23][C:24]([O:29][CH:30]([CH3:32])[CH3:31])=[C:25]([CH:28]=4)[C:26]#[N:27])=[N:18][N:17]=3)[C:14]([CH3:15])=[C:8]2[CH2:7]1)[CH2:4][OH:5]. The yield is 0.820. (4) The reactants are [CH3:1][N:2]1[CH2:7][CH:6]=[C:5]([C:8]2[C:16]3[C:11](=[CH:12][CH:13]=[C:14]([NH:17][C:18]([NH2:20])=[S:19])[CH:15]=3)[NH:10][CH:9]=2)[CH2:4][CH2:3]1.I[CH2:22][CH3:23]. The catalyst is CC(C)=O. The product is [CH3:1][N:2]1[CH2:3][CH:4]=[C:5]([C:8]2[C:16]3[C:11](=[CH:12][CH:13]=[C:14]([NH:17][C:18]([S:19][CH2:22][CH3:23])=[NH:20])[CH:15]=3)[NH:10][CH:9]=2)[CH2:6][CH2:7]1. The yield is 0.250. (5) The product is [CH2:19]([O:18][C:16](=[O:17])[CH2:15][C:14]([CH3:23])([CH3:13])[C:21]#[C:22][C:2]1[CH:8]=[C:7]([N+:9]([O-:11])=[O:10])[C:6]([F:12])=[CH:5][C:3]=1[NH2:4])[CH3:20]. The reactants are Br[C:2]1[CH:8]=[C:7]([N+:9]([O-:11])=[O:10])[C:6]([F:12])=[CH:5][C:3]=1[NH2:4].[CH3:13][C:14]([CH3:23])([C:21]#[CH:22])[CH2:15][C:16]([O:18][CH2:19][CH3:20])=[O:17]. The yield is 0.570. The catalyst is CCN(CC)CC.C(OCC)(=O)C.O.Cl[Pd](Cl)([P](C1C=CC=CC=1)(C1C=CC=CC=1)C1C=CC=CC=1)[P](C1C=CC=CC=1)(C1C=CC=CC=1)C1C=CC=CC=1.[Cu]I. (6) The reactants are [CH3:1][C:2]1[C:16](=[O:17])[N:15]=[C:14]2[N:4]([C@@H:5]3[O:9][C@H:8]([CH2:10][OH:11])[C@@H:7]([OH:12])[C@@H:6]3[O:13]2)[CH:3]=1.[CH3:18][O:19][CH2:20][CH2:21][O:22]B([O:22][CH2:21][CH2:20][O:19][CH3:18])[O:22][CH2:21][CH2:20][O:19][CH3:18]. The catalyst is COCCO. The product is [CH3:18][O:19][CH2:20][CH2:21][O:22][C@@H:6]1[C@H:7]([OH:12])[C@@H:8]([CH2:10][OH:11])[O:9][C@H:5]1[N:4]1[CH:3]=[C:2]([CH3:1])[C:16](=[O:17])[NH:15][C:14]1=[O:13]. The yield is 0.630. (7) The yield is 0.790. The catalyst is CN(C=O)C. The product is [CH2:21]([S:22][C:2]1[CH:10]=[C:9]2[C:5]([CH2:6][CH2:7][C:8]2=[O:11])=[CH:4][C:3]=1[N+:12]([O-:14])=[O:13])[C:15]1[CH:20]=[CH:19][CH:18]=[CH:17][CH:16]=1. The reactants are Br[C:2]1[CH:10]=[C:9]2[C:5]([CH2:6][CH2:7][C:8]2=[O:11])=[CH:4][C:3]=1[N+:12]([O-:14])=[O:13].[C:15]1([CH2:21][SH:22])[CH:20]=[CH:19][CH:18]=[CH:17][CH:16]=1.C([O-])([O-])=O.[K+].[K+]. (8) The reactants are [F:1][C:2]([F:31])([F:30])[O:3][C:4]1[CH:9]=[CH:8][C:7]([NH:10][CH:11]2[CH2:16][CH2:15][N:14]([CH2:17][C@:18]3([CH3:29])[O:22][C:21]4=[N:23][C:24]([N+:26]([O-:28])=[O:27])=[CH:25][N:20]4[CH2:19]3)[CH2:13][CH2:12]2)=[CH:6][CH:5]=1.C=O.[B-][C:35]#N.[Na+].C(O)(=O)C.C(=O)([O-])O.[Na+]. The catalyst is CO. The product is [CH3:29][C@@:18]1([CH2:17][N:14]2[CH2:15][CH2:16][CH:11]([N:10]([CH3:35])[C:7]3[CH:8]=[CH:9][C:4]([O:3][C:2]([F:1])([F:30])[F:31])=[CH:5][CH:6]=3)[CH2:12][CH2:13]2)[O:22][C:21]2=[N:23][C:24]([N+:26]([O-:28])=[O:27])=[CH:25][N:20]2[CH2:19]1. The yield is 0.780.